Dataset: Full USPTO retrosynthesis dataset with 1.9M reactions from patents (1976-2016). Task: Predict the reactants needed to synthesize the given product. (1) Given the product [C:8]([C:5]1[N:6]=[CH:7][C:2]([NH:1][C:12](=[O:13])[C:11]([F:22])([F:21])[F:10])=[CH:3][CH:4]=1)#[N:9], predict the reactants needed to synthesize it. The reactants are: [NH2:1][C:2]1[CH:3]=[CH:4][C:5]([C:8]#[N:9])=[N:6][CH:7]=1.[F:10][C:11]([F:22])([F:21])[C:12](O[C:12](=[O:13])[C:11]([F:22])([F:21])[F:10])=[O:13]. (2) Given the product [ClH:40].[F:1][C:2]1[C:3]([CH2:24][NH:25][CH3:26])=[CH:4][N:5]([S:14]([C:17]2[CH:22]=[CH:21][CH:20]=[C:19]([F:23])[N:18]=2)(=[O:15])=[O:16])[C:6]=1[C:7]1[C:8]([F:13])=[N:9][CH:10]=[CH:11][CH:12]=1, predict the reactants needed to synthesize it. The reactants are: [F:1][C:2]1[C:3]([CH2:24][N:25](C)[C:26](=O)OC(C)(C)C)=[CH:4][N:5]([S:14]([C:17]2[CH:22]=[CH:21][CH:20]=[C:19]([F:23])[N:18]=2)(=[O:16])=[O:15])[C:6]=1[C:7]1[C:8]([F:13])=[N:9][CH:10]=[CH:11][CH:12]=1.C(OCC)(=O)C.[ClH:40]. (3) Given the product [Cl:1][C:2]1[CH:3]=[C:4]([C@H:8]([N:13]2[C:21]3[C:16](=[CH:17][CH:18]=[CH:19][CH:20]=3)[CH2:15][CH2:14]2)[C@H:9]([OH:10])[CH2:11][OH:12])[CH:5]=[CH:6][CH:7]=1, predict the reactants needed to synthesize it. The reactants are: [Cl:1][C:2]1[CH:3]=[C:4]([C@H:8]2[O:10][C@@H:9]2[CH2:11][OH:12])[CH:5]=[CH:6][CH:7]=1.[NH:13]1[C:21]2[C:16](=[CH:17][CH:18]=[CH:19][CH:20]=2)[CH2:15][CH2:14]1.